This data is from Forward reaction prediction with 1.9M reactions from USPTO patents (1976-2016). The task is: Predict the product of the given reaction. (1) Given the reactants [CH3:1][C:2]1[CH:3]=[C:4]([CH2:14][CH2:15][C:16]([C:18]2[S:19][C:20]([CH3:29])=[C:21]([C:23]3[CH:28]=[CH:27][CH:26]=[CH:25][CH:24]=3)[CH:22]=2)=[O:17])[CH:5]=[C:6]([CH3:13])[C:7]=1[O:8][CH2:9][CH:10]1[CH2:12][O:11]1.[NH3:30], predict the reaction product. The product is: [NH2:30][CH2:12][CH:10]([OH:11])[CH2:9][O:8][C:7]1[C:6]([CH3:13])=[CH:5][C:4]([CH2:14][CH2:15][C:16]([C:18]2[S:19][C:20]([CH3:29])=[C:21]([C:23]3[CH:28]=[CH:27][CH:26]=[CH:25][CH:24]=3)[CH:22]=2)=[O:17])=[CH:3][C:2]=1[CH3:1]. (2) Given the reactants [C@@H:1]12[CH2:6][C@@H:5]1[CH2:4][NH:3][C@@H:2]2[CH2:7][NH:8][C:9](=[O:17])[C:10]1[CH:15]=[CH:14][C:13]([F:16])=[CH:12][CH:11]=1.[CH3:18][C:19]1[S:20][C:21]([C:27]2[CH:32]=[CH:31][C:30]([CH3:33])=[CH:29][CH:28]=2)=[C:22]([C:24](O)=[O:25])[N:23]=1, predict the reaction product. The product is: [F:16][C:13]1[CH:14]=[CH:15][C:10]([C:9]([NH:8][CH2:7][C@H:2]2[N:3]([C:24]([C:22]3[N:23]=[C:19]([CH3:18])[S:20][C:21]=3[C:27]3[CH:32]=[CH:31][C:30]([CH3:33])=[CH:29][CH:28]=3)=[O:25])[CH2:4][C@@H:5]3[C@H:1]2[CH2:6]3)=[O:17])=[CH:11][CH:12]=1. (3) Given the reactants C(O)(=O)C.Br[C:6]1[CH:7]=[C:8]([C:12]2([C:22]3[CH:23]=[N:24][C:25]([C:28]([F:31])([F:30])[F:29])=[CH:26][CH:27]=3)[C:20]3[C:15](=[CH:16][CH:17]=[CH:18][CH:19]=3)[C:14]([NH2:21])=[N:13]2)[CH:9]=[CH:10][CH:11]=1.[N:32]1[CH:37]=[C:36](B(O)O)[CH:35]=[N:34][CH:33]=1.C(=O)([O-])[O-].[Cs+].[Cs+], predict the reaction product. The product is: [N:32]1[CH:37]=[C:36]([C:6]2[CH:7]=[C:8]([C:12]3([C:22]4[CH:23]=[N:24][C:25]([C:28]([F:29])([F:30])[F:31])=[CH:26][CH:27]=4)[C:20]4[C:15](=[CH:16][CH:17]=[CH:18][CH:19]=4)[C:14]([NH2:21])=[N:13]3)[CH:9]=[CH:10][CH:11]=2)[CH:35]=[N:34][CH:33]=1. (4) Given the reactants Cl[C:2]1[N:7]=[C:6]([C:8]2[CH:13]=[CH:12][CH:11]=[CH:10][CH:9]=2)[N:5]=[C:4]([C:14]([NH:16][C:17]2[CH:22]=[CH:21][CH:20]=[CH:19][C:18]=2[C:23]2[O:24][C:25]([CH3:28])=[N:26][N:27]=2)=[O:15])[CH:3]=1.[CH3:29][N:30]([CH3:34])[CH2:31][CH2:32][NH2:33], predict the reaction product. The product is: [CH3:29][N:30]([CH3:34])[CH2:31][CH2:32][NH:33][C:2]1[N:7]=[C:6]([C:8]2[CH:13]=[CH:12][CH:11]=[CH:10][CH:9]=2)[N:5]=[C:4]([C:14]([NH:16][C:17]2[CH:22]=[CH:21][CH:20]=[CH:19][C:18]=2[C:23]2[O:24][C:25]([CH3:28])=[N:26][N:27]=2)=[O:15])[CH:3]=1. (5) Given the reactants [CH:1]([S:4][C:5]1[CH:12]=[CH:11][CH:10]=[CH:9][C:6]=1[C:7]#[N:8])([CH3:3])[CH3:2].B.C1COCC1.[ClH:19], predict the reaction product. The product is: [ClH:19].[CH:1]([S:4][C:5]1[CH:12]=[CH:11][CH:10]=[CH:9][C:6]=1[CH2:7][NH2:8])([CH3:3])[CH3:2]. (6) Given the reactants [CH3:1][O:2][C:3]([C:5]12[CH2:14][CH:9]3[CH2:10][CH:11]([CH2:13][C:7]([C:15]([NH:17][CH:18]([CH2:26][C:27]#[CH:28])[C:19]([O:21]C(C)(C)C)=[O:20])=[O:16])([CH2:8]3)[CH2:6]1)[CH2:12]2)=[O:4], predict the reaction product. The product is: [CH3:1][O:2][C:3]([C:5]12[CH2:14][CH:9]3[CH2:10][CH:11]([CH2:13][C:7]([C:15]([NH:17][CH:18]([CH2:26][C:27]#[CH:28])[C:19]([OH:21])=[O:20])=[O:16])([CH2:8]3)[CH2:6]1)[CH2:12]2)=[O:4]. (7) Given the reactants [NH2:1][C:2]1[N:6]([CH3:7])[C:5](=[O:8])[C:4]([C:15]2[CH:20]=[CH:19][CH:18]=[C:17](Br)[CH:16]=2)([C:9]2[CH:14]=[CH:13][CH:12]=[CH:11][CH:10]=2)[N:3]=1.CC1(C)C(C)(C)OB([C:30]2[CH:31]=[CH:32][C:33]3[O:37][CH2:36][CH2:35][C:34]=3[CH:38]=2)O1, predict the reaction product. The product is: [NH2:1][C:2]1[N:6]([CH3:7])[C:5](=[O:8])[C:4]([C:15]2[CH:20]=[CH:19][CH:18]=[C:17]([C:30]3[CH:31]=[CH:32][C:33]4[O:37][CH2:36][CH2:35][C:34]=4[CH:38]=3)[CH:16]=2)([C:9]2[CH:14]=[CH:13][CH:12]=[CH:11][CH:10]=2)[N:3]=1.